Dataset: Catalyst prediction with 721,799 reactions and 888 catalyst types from USPTO. Task: Predict which catalyst facilitates the given reaction. Reactant: [CH:1]1([C:7]2[CH:12]=[CH:11][C:10]([C:13]3[O:17][N:16]=[C:15]([C:18]4[CH:25]=[CH:24][C:21]([CH:22]=O)=[CH:20][CH:19]=4)[N:14]=3)=[CH:9][CH:8]=2)[CH2:6][CH2:5][CH2:4][CH2:3][CH2:2]1.Cl.[CH3:27][O:28][C:29]([C@H:31]1[CH2:35][CH2:34][C@H:33]([NH2:36])[CH2:32]1)=[O:30].C(O[BH-](OC(=O)C)OC(=O)C)(=O)C.[Na+]. Product: [CH3:27][O:28][C:29]([C@H:31]1[CH2:35][CH2:34][C@@H:33]([NH:36][CH2:22][C:21]2[CH:20]=[CH:19][C:18]([C:15]3[N:14]=[C:13]([C:10]4[CH:11]=[CH:12][C:7]([CH:1]5[CH2:2][CH2:3][CH2:4][CH2:5][CH2:6]5)=[CH:8][CH:9]=4)[O:17][N:16]=3)=[CH:25][CH:24]=2)[CH2:32]1)=[O:30]. The catalyst class is: 4.